From a dataset of Full USPTO retrosynthesis dataset with 1.9M reactions from patents (1976-2016). Predict the reactants needed to synthesize the given product. (1) Given the product [CH2:1]([C@H:3]1[C@@H:7]([C:8]2[N:12]3[C:13]4[CH:19]=[CH:18][NH:17][C:14]=4[N:15]=[CH:16][C:11]3=[N:10][N:31]=2)[CH2:6][C@H:5]([CH2:20][C:37]([CH3:33])([OH:36])[CH3:28])[CH2:4]1)[CH3:2], predict the reactants needed to synthesize it. The reactants are: [CH2:1]([C@H:3]1[C@@H:7]([C:8]2[N:12]3[C:13]4[CH:19]=[CH:18][NH:17][C:14]=4[N:15]=[CH:16][C:11]3=[N:10]N=2)[CH2:6][C@H:5]([CH2:20]C(OCC)=O)[CH2:4]1)[CH3:2].[Cl-].[Li+].[CH3:28][Mg]Br.[NH4+:31].[Cl-].[CH2:33]1[CH2:37][O:36]CC1. (2) Given the product [C:18]([O:17][C:15]([NH:14][CH:8]1[C:7]2[C:11](=[CH:12][CH:13]=[C:5]([C:3]([OH:4])=[O:2])[CH:6]=2)[CH2:10][CH2:9]1)=[O:16])([CH3:21])([CH3:19])[CH3:20], predict the reactants needed to synthesize it. The reactants are: C[O:2][C:3]([C:5]1[CH:6]=[C:7]2[C:11](=[CH:12][CH:13]=1)[CH2:10][CH2:9][CH:8]2[NH:14][C:15]([O:17][C:18]([CH3:21])([CH3:20])[CH3:19])=[O:16])=[O:4].O.[OH-].[Li+]. (3) Given the product [Cl:12][C:5]1[N:4]=[CH:3][C:2]([CH3:21])=[CH:11][C:6]=1[C:7]([O:9][CH3:10])=[O:8], predict the reactants needed to synthesize it. The reactants are: Br[C:2]1[CH:3]=[N:4][C:5]([Cl:12])=[C:6]([CH:11]=1)[C:7]([O:9][CH3:10])=[O:8].[O-]P([O-])([O-])=O.[K+].[K+].[K+].[CH3:21]B(O)O.C1(P(C2CCCCC2)C2CCCCC2)CCCCC1.